From a dataset of Reaction yield outcomes from USPTO patents with 853,638 reactions. Predict the reaction yield, written as a fraction of the theoretical maximum amount of product (1.0 means a 100% yield; for example, 0.34 means a 34% yield). The reactants are C(O[C:6]([N:8]1[CH2:12][CH2:11][C@H:10]([OH:13])[C@H:9]1[CH2:14][N:15]1[C:23]2[CH:22]=[CH:21][C:20]([C:24]#[N:25])=[CH:19][C:18]=2[C:17]2[CH2:26][C@H:27]([NH:29][C:30]([O:32][CH:33]([CH3:35])[CH3:34])=[O:31])[CH2:28][C:16]1=2)=O)(C)(C)C.Cl.C=O.C(O[BH-](OC(=O)C)OC(=O)C)(=O)C.[Na+].C(=O)(O)[O-].[Na+]. The catalyst is C(O)C.O1CCOCC1.ClCCl. The product is [CH:33]([O:32][C:30](=[O:31])[NH:29][C@@H:27]1[CH2:28][C:16]2[N:15]([CH2:14][C@@H:9]3[C@@H:10]([OH:13])[CH2:11][CH2:12][N:8]3[CH3:6])[C:23]3[CH:22]=[CH:21][C:20]([C:24]#[N:25])=[CH:19][C:18]=3[C:17]=2[CH2:26]1)([CH3:35])[CH3:34]. The yield is 0.630.